This data is from Reaction yield outcomes from USPTO patents with 853,638 reactions. The task is: Predict the reaction yield, written as a fraction of the theoretical maximum amount of product (1.0 means a 100% yield; for example, 0.34 means a 34% yield). (1) The reactants are Br[C:2]1[CH:7]=[C:6]([N+:8]([O-:10])=[O:9])[CH:5]=[CH:4][C:3]=1[C:11]([CH3:14])([CH3:13])[CH3:12].[CH3:15][N:16](C=O)C. The catalyst is O.[C-]#N.[C-]#N.[Zn+2].C1C=CC([P]([Pd]([P](C2C=CC=CC=2)(C2C=CC=CC=2)C2C=CC=CC=2)([P](C2C=CC=CC=2)(C2C=CC=CC=2)C2C=CC=CC=2)[P](C2C=CC=CC=2)(C2C=CC=CC=2)C2C=CC=CC=2)(C2C=CC=CC=2)C2C=CC=CC=2)=CC=1. The product is [C:11]([C:3]1[CH:4]=[CH:5][C:6]([N+:8]([O-:10])=[O:9])=[CH:7][C:2]=1[C:15]#[N:16])([CH3:14])([CH3:13])[CH3:12]. The yield is 0.800. (2) The reactants are Cl[C:2]1[C:3]([C:25]2[CH:26]=[N:27][N:28]3[CH:33]=[CH:32][CH:31]=[CH:30][C:29]=23)=[N:4][C:5]([NH:8][C:9]2[CH:10]=[C:11]([NH2:24])[C:12]([N:17]([CH2:19][CH2:20][N:21]([CH3:23])[CH3:22])[CH3:18])=[CH:13][C:14]=2[O:15][CH3:16])=[N:6][CH:7]=1.[C:34]([Zn]C#N)#[N:35].C1(P(C2CCCCC2)C2C=CC=CC=2C2C(C(C)C)=CC(C(C)C)=CC=2C(C)C)CCCCC1. The catalyst is CC(N(C)C)=O.CCOC(C)=O.C1C=CC(/C=C/C(/C=C/C2C=CC=CC=2)=O)=CC=1.C1C=CC(/C=C/C(/C=C/C2C=CC=CC=2)=O)=CC=1.C1C=CC(/C=C/C(/C=C/C2C=CC=CC=2)=O)=CC=1.[Pd].[Pd].[Zn]. The product is [NH2:24][C:11]1[C:12]([N:17]([CH2:19][CH2:20][N:21]([CH3:23])[CH3:22])[CH3:18])=[CH:13][C:14]([O:15][CH3:16])=[C:9]([NH:8][C:5]2[N:4]=[C:3]([C:25]3[CH:26]=[N:27][N:28]4[CH:33]=[CH:32][CH:31]=[CH:30][C:29]=34)[C:2]([C:34]#[N:35])=[CH:7][N:6]=2)[CH:10]=1. The yield is 0.310. (3) The reactants are C[O:2][C:3]1[CH:4]=[C:5]2[C:10](=[CH:11][CH:12]=1)[C:9]([O:13][CH2:14][CH2:15][N:16]1[CH2:21][CH2:20][CH2:19][CH2:18][CH2:17]1)=[N:8][CH:7]=[CH:6]2.B(Br)(Br)Br.O.CCOC(C)=O. The catalyst is C(Cl)Cl. The product is [N:16]1([CH2:15][CH2:14][O:13][C:9]2[C:10]3[C:5](=[CH:4][C:3]([OH:2])=[CH:12][CH:11]=3)[CH:6]=[CH:7][N:8]=2)[CH2:21][CH2:20][CH2:19][CH2:18][CH2:17]1. The yield is 0.702. (4) The reactants are [Cl:1][C:2]1[CH:11]=[CH:10][C:5]([C:6](=[N:8][OH:9])[NH2:7])=[CH:4][CH:3]=1.[OH-].C([N+](C)(C)C)C1C=CC=CC=1.[OH-].[Na+].[S:26]1[CH:30]=[CH:29][CH:28]=[C:27]1[C:31](Cl)=O. The catalyst is CC1CCCO1.O. The product is [Cl:1][C:2]1[CH:11]=[CH:10][C:5]([C:6]2[N:7]=[C:31]([C:27]3[S:26][CH:30]=[CH:29][CH:28]=3)[O:9][N:8]=2)=[CH:4][CH:3]=1. The yield is 0.860. (5) The product is [CH2:1]([S:3][CH2:4][C:5]1[CH:6]=[N:7][N:8]([CH3:10])[C:9]=1[B:20]1[O:24][C:23]([CH3:26])([CH3:25])[C:22]([CH3:28])([CH3:27])[O:21]1)[CH3:2]. The reactants are [CH2:1]([S:3][CH2:4][C:5]1[CH:6]=[N:7][N:8]([CH3:10])[CH:9]=1)[CH3:2].C([Li])CCC.C(O[B:20]1[O:24][C:23]([CH3:26])([CH3:25])[C:22]([CH3:28])([CH3:27])[O:21]1)(C)C. The yield is 0.860. The catalyst is O1CCCC1.CCCCCC. (6) The reactants are [CH3:1][O:2][C:3]1[CH:4]=[C:5]2[C:10](=[CH:11][C:12]=1[O:13][CH3:14])[N:9]=[CH:8][N:7]=[C:6]2[O:15][C:16]1[CH:22]=[CH:21][C:19]([NH2:20])=[C:18]([N+:23]([O-:25])=[O:24])[CH:17]=1.C(N(CC)CC)C.ClC(Cl)(O[C:37](=[O:43])OC(Cl)(Cl)Cl)Cl.[CH2:45]([N:47]([C:51]1[CH:56]=[CH:55][CH:54]=[C:53]([CH3:57])[CH:52]=1)[CH2:48][CH2:49][NH2:50])[CH3:46]. The catalyst is C(Cl)(Cl)Cl.O. The product is [CH3:1][O:2][C:3]1[CH:4]=[C:5]2[C:10](=[CH:11][C:12]=1[O:13][CH3:14])[N:9]=[CH:8][N:7]=[C:6]2[O:15][C:16]1[CH:22]=[CH:21][C:19]([NH:20][C:37]([NH:50][CH2:49][CH2:48][N:47]([CH2:45][CH3:46])[C:51]2[CH:56]=[CH:55][CH:54]=[C:53]([CH3:57])[CH:52]=2)=[O:43])=[C:18]([N+:23]([O-:25])=[O:24])[CH:17]=1. The yield is 0.690. (7) The reactants are [CH:1]([NH:4][C:5]1[CH:10]=[CH:9][CH:8]=[CH:7][C:6]=1[CH2:11][OH:12])([CH3:3])[CH3:2]. The catalyst is C1(C)C=CC=CC=1.[O-2].[O-2].[Mn+4]. The product is [CH:1]([NH:4][C:5]1[CH:10]=[CH:9][CH:8]=[CH:7][C:6]=1[CH:11]=[O:12])([CH3:3])[CH3:2]. The yield is 0.900. (8) The reactants are [CH2:1]1[C:10]2[C:5](=[CH:6]C=C[CH:9]=2)[CH2:4][CH:3]=[CH:2]1.C[N+]1([O-])[CH2:17][CH2:16][O:15]CC1.CC([OH:23])(C)C.[O-]S([O-])=O.[Na+].[Na+]. The catalyst is CC(C)=O.O.O.O=[Os](=O)(=O)=O.CCOC(C)=O. The product is [CH2:6]1[C:5]2[C:10](=[CH:1][CH:2]=[CH:3][CH:4]=2)[CH2:9][C@H:17]([OH:23])[C@@H:16]1[OH:15]. The yield is 0.830.